This data is from Reaction yield outcomes from USPTO patents with 853,638 reactions. The task is: Predict the reaction yield, written as a fraction of the theoretical maximum amount of product (1.0 means a 100% yield; for example, 0.34 means a 34% yield). (1) The reactants are [N:1]1[CH:6]=[CH:5][CH:4]=[C:3]([C:7]2[C:15]3[O:14][CH2:13][CH2:12][C:11]=3[CH:10]=[C:9]([NH:16][C:17](=[O:25])OC3C=CC=CC=3)[CH:8]=2)[CH:2]=1.[CH3:26][O:27][C:28]1[CH:29]=[C:30]2[C:34](=[CH:35][C:36]=1[C:37]([F:40])([F:39])[F:38])[NH:33][CH2:32][CH2:31]2. The catalyst is CN(C=O)C. The product is [N:1]1[CH:6]=[CH:5][CH:4]=[C:3]([C:7]2[C:15]3[O:14][CH2:13][CH2:12][C:11]=3[CH:10]=[C:9]([NH:16][C:17]([N:33]3[C:34]4[C:30](=[CH:29][C:28]([O:27][CH3:26])=[C:36]([C:37]([F:39])([F:40])[F:38])[CH:35]=4)[CH2:31][CH2:32]3)=[O:25])[CH:8]=2)[CH:2]=1. The yield is 0.260. (2) The reactants are CS(OC[CH2:7][CH2:8][C@@:9]1([C:25]2[CH:30]=[CH:29][CH:28]=[CH:27][CH:26]=2)[O:14][C:13](=[O:15])[N:12]([C@H:16]([C:18]2[CH:23]=[CH:22][C:21]([Br:24])=[CH:20][CH:19]=2)[CH3:17])[CH2:11][CH2:10]1)(=O)=O.[H-].[Na+].[CH3:33][NH:34][C:35](=[O:37])[CH3:36].[CH2:38](Cl)Cl. No catalyst specified. The product is [Br:24][C:21]1[CH:20]=[CH:19][C:18]([C@@H:16]([N:12]2[CH2:11][CH2:10][C@:9]([CH2:8][CH2:7][CH2:33][N:34]([CH3:38])[C:35](=[O:37])[CH3:36])([C:25]3[CH:26]=[CH:27][CH:28]=[CH:29][CH:30]=3)[O:14][C:13]2=[O:15])[CH3:17])=[CH:23][CH:22]=1. The yield is 0.680. (3) The reactants are Cl.C(N=C=NCCCN(C)C)C.[NH2:13][C:14]1[C:27]2[C:18](=[CH:19][C:20]3[C:25]([CH:26]=2)=[CH:24][CH:23]=[CH:22][CH:21]=3)[CH:17]=[CH:16][CH:15]=1.C(OC([NH:35][C:36]([NH:38][C:39]1[S:40][CH:41]=[C:42]([C:44](O)=[O:45])[N:43]=1)=[NH:37])=O)(C)(C)C. The catalyst is ClCCl. The product is [NH2:37][C:36]([NH:38][C:39]1[S:40][CH:41]=[C:42]([C:44]([NH:13][C:14]2[C:27]3[C:18](=[CH:19][C:20]4[C:25]([CH:26]=3)=[CH:24][CH:23]=[CH:22][CH:21]=4)[CH:17]=[CH:16][CH:15]=2)=[O:45])[N:43]=1)=[NH:35]. The yield is 0.150. (4) The reactants are Cl[C:2]1[N:7]=[C:6]([C:8]2[CH:9]=[N:10][N:11]3[CH:16]=[CH:15][CH:14]=[CH:13][C:12]=23)[C:5]([Cl:17])=[CH:4][N:3]=1.[F:18][C:19]1[C:25]([N+:26]([O-:28])=[O:27])=[CH:24][C:22]([NH2:23])=[C:21]([O:29][CH3:30])[CH:20]=1.O.C1(C)C=CC(S(O)(=O)=O)=CC=1. The catalyst is CC(O)CCC. The product is [Cl:17][C:5]1[C:6]([C:8]2[CH:9]=[N:10][N:11]3[CH:16]=[CH:15][CH:14]=[CH:13][C:12]=23)=[N:7][C:2]([NH:23][C:22]2[CH:24]=[C:25]([N+:26]([O-:28])=[O:27])[C:19]([F:18])=[CH:20][C:21]=2[O:29][CH3:30])=[N:3][CH:4]=1. The yield is 0.790. (5) The reactants are CC1(C)CCCC(C)(C)N1.[Li]CCCC.[N:16]1[CH:21]=[CH:20][CH:19]=[CH:18][N:17]=1.[CH:22]1([C:25]2[N:29](C(OC(C)(C)C)=O)[C:28]3[CH:37]=[C:38]([C:48]4[C:49]([CH3:54])=[N:50][O:51][C:52]=4[CH3:53])[CH:39]=[C:40]([C:41]([CH:43]4[CH2:47][CH2:46][CH2:45][O:44]4)=[O:42])[C:27]=3[N:26]=2)[CH2:24][CH2:23]1. The catalyst is C1COCC1. The product is [CH:22]1([C:25]2[NH:29][C:28]3[CH:37]=[C:38]([C:48]4[C:49]([CH3:54])=[N:50][O:51][C:52]=4[CH3:53])[CH:39]=[C:40]([C:41]([C:21]4[N:16]=[N:17][CH:18]=[CH:19][CH:20]=4)([CH:43]4[CH2:47][CH2:46][CH2:45][O:44]4)[OH:42])[C:27]=3[N:26]=2)[CH2:24][CH2:23]1. The yield is 0.330.